From a dataset of Reaction yield outcomes from USPTO patents with 853,638 reactions. Predict the reaction yield, written as a fraction of the theoretical maximum amount of product (1.0 means a 100% yield; for example, 0.34 means a 34% yield). (1) The reactants are COC(=O)O[CH2:5][C:6]1[CH:7]=[C:8]([C:16]2[CH:21]=[CH:20][CH:19]=[C:18]([Cl:22])[CH:17]=2)[C:9]([O:12][CH:13]([F:15])[F:14])=[CH:10][CH:11]=1.[CH3:24][O:25][C:26]([C:28]1[CH:33]=[CH:32][C:31](B2OC(C)(C)C(C)(C)O2)=[CH:30][N:29]=1)=[O:27].C(=O)([O-])[O-].[K+].[K+].C1(P(C2C=CC=CC=2)CCCCCP(C2C=CC=CC=2)C2C=CC=CC=2)C=CC=CC=1. The catalyst is [CH2-]C=C.[CH2-]C=C.Cl[Pd+].Cl[Pd+].C(OCC)(=O)C.O.CN(C=O)C. The product is [CH3:24][O:25][C:26]([C:28]1[CH:33]=[CH:32][C:31]([CH2:5][C:6]2[CH:7]=[C:8]([C:16]3[CH:21]=[CH:20][CH:19]=[C:18]([Cl:22])[CH:17]=3)[C:9]([O:12][CH:13]([F:14])[F:15])=[CH:10][CH:11]=2)=[CH:30][N:29]=1)=[O:27]. The yield is 0.560. (2) The reactants are [H-].[Na+].[F:3][C:4]([F:11])([F:10])[CH2:5][C:6]([CH3:9])([OH:8])[CH3:7].[N:12]1[CH:17]=[CH:16][CH:15]=[CH:14][C:13]=1[O:18][C:19](=O)[O:20]C1C=CC=CN=1. The catalyst is C1COCC1.CCOC(C)=O.[Cl-].[Na+].O. The product is [C:19](=[O:20])([O:8][C:6]([CH3:9])([CH2:5][C:4]([F:11])([F:10])[F:3])[CH3:7])[O:18][C:13]1[CH:14]=[CH:15][CH:16]=[CH:17][N:12]=1. The yield is 0.162.